This data is from hERG potassium channel inhibition data for cardiac toxicity prediction from Karim et al.. The task is: Regression/Classification. Given a drug SMILES string, predict its toxicity properties. Task type varies by dataset: regression for continuous values (e.g., LD50, hERG inhibition percentage) or binary classification for toxic/non-toxic outcomes (e.g., AMES mutagenicity, cardiotoxicity, hepatotoxicity). Dataset: herg_karim. (1) The drug is NC[C@H]1CC[C@]2(CC1)OO[C@]1(O2)C2CC3CC(C2)CC1C3. The result is 1 (blocker). (2) The compound is CC(C)c1cc(C#N)cc2nc(-c3ccc(C(=O)NCC4CN(c5ccc(-c6ccccc6OC(F)(F)F)cn5)C(=O)O4)cc3)oc12. The result is 0 (non-blocker). (3) The compound is Fc1ccc(-c2noc(C3CCN(c4cnc5ccc(Cl)cc5c4)CC3)n2)c(Cl)c1. The result is 1 (blocker). (4) The molecule is N[C@@H]1CCCN(c2c(Br)cccc2/C=C2\SC(=O)NC2=O)C1. The result is 0 (non-blocker).